Dataset: NCI-60 drug combinations with 297,098 pairs across 59 cell lines. Task: Regression. Given two drug SMILES strings and cell line genomic features, predict the synergy score measuring deviation from expected non-interaction effect. (1) Drug 1: CN(C)N=NC1=C(NC=N1)C(=O)N. Drug 2: COC1=C2C(=CC3=C1OC=C3)C=CC(=O)O2. Cell line: U251. Synergy scores: CSS=5.14, Synergy_ZIP=0.852, Synergy_Bliss=9.29, Synergy_Loewe=-2.16, Synergy_HSA=0.845. (2) Drug 1: CN(CC1=CN=C2C(=N1)C(=NC(=N2)N)N)C3=CC=C(C=C3)C(=O)NC(CCC(=O)O)C(=O)O. Drug 2: CCCCCOC(=O)NC1=NC(=O)N(C=C1F)C2C(C(C(O2)C)O)O. Cell line: MDA-MB-435. Synergy scores: CSS=2.37, Synergy_ZIP=-0.672, Synergy_Bliss=-1.20, Synergy_Loewe=-1.87, Synergy_HSA=-1.86. (3) Drug 1: CCC1=CC2CC(C3=C(CN(C2)C1)C4=CC=CC=C4N3)(C5=C(C=C6C(=C5)C78CCN9C7C(C=CC9)(C(C(C8N6C)(C(=O)OC)O)OC(=O)C)CC)OC)C(=O)OC.C(C(C(=O)O)O)(C(=O)O)O. Drug 2: C1CC(C1)(C(=O)O)C(=O)O.[NH2-].[NH2-].[Pt+2]. Cell line: RPMI-8226. Synergy scores: CSS=65.4, Synergy_ZIP=1.31, Synergy_Bliss=0.147, Synergy_Loewe=-3.17, Synergy_HSA=2.31.